This data is from Full USPTO retrosynthesis dataset with 1.9M reactions from patents (1976-2016). The task is: Predict the reactants needed to synthesize the given product. (1) Given the product [CH2:48]([NH:55][C:40]([NH:24][C:21]1[CH:22]=[CH:23][C:18]([C:11]2[C:12]([NH2:17])=[N:13][C:14]([NH2:16])=[N:15][C:10]=2[CH2:9][O:8][CH2:1][C:2]2[CH:7]=[CH:6][CH:5]=[CH:4][CH:3]=2)=[CH:19][CH:20]=1)=[O:46])[C:49]1[CH:54]=[CH:53][CH:52]=[CH:51][CH:50]=1, predict the reactants needed to synthesize it. The reactants are: [CH2:1]([O:8][CH2:9][C:10]1[N:15]=[C:14]([NH2:16])[N:13]=[C:12]([NH2:17])[C:11]=1[C:18]1[CH:23]=[CH:22][C:21]([N+:24]([O-])=O)=[CH:20][CH:19]=1)[C:2]1[CH:7]=[CH:6][CH:5]=[CH:4][CH:3]=1.CCN(C(C)C)C(C)C.ClC(Cl)(O[C:40](=[O:46])OC(Cl)(Cl)Cl)Cl.[CH2:48]([NH2:55])[C:49]1[CH:54]=[CH:53][CH:52]=[CH:51][CH:50]=1. (2) Given the product [ClH:2].[Cl:25][C:26]1[CH:32]=[CH:31][C:29]([NH:30][C:3]2[C:12]3[C:7](=[CH:8][C:9]([O:15][CH2:16][CH2:17][CH2:18][N:19]4[CH2:24][CH2:23][O:22][CH2:21][CH2:20]4)=[C:10]([O:13][CH3:14])[CH:11]=3)[N:6]=[N:5][CH:4]=2)=[C:28]([F:33])[CH:27]=1, predict the reactants needed to synthesize it. The reactants are: Cl.[Cl:2][C:3]1[C:12]2[C:7](=[CH:8][C:9]([O:15][CH2:16][CH2:17][CH2:18][N:19]3[CH2:24][CH2:23][O:22][CH2:21][CH2:20]3)=[C:10]([O:13][CH3:14])[CH:11]=2)[N:6]=[N:5][CH:4]=1.[Cl:25][C:26]1[CH:32]=[CH:31][C:29]([NH2:30])=[C:28]([F:33])[CH:27]=1.C(O)(C)C. (3) Given the product [NH2:10][CH:9]([C:13]1[CH:18]=[CH:17][CH:16]=[CH:15][CH:14]=1)[C:4]1([N:3]([CH2:1][CH3:2])[CH2:11][CH3:12])[CH2:5][CH2:6][CH2:7][CH2:8]1, predict the reactants needed to synthesize it. The reactants are: [CH2:1]([N:3]([CH2:11][CH3:12])[C:4]1([C:9]#[N:10])[CH2:8][CH2:7][CH2:6][CH2:5]1)[CH3:2].[C:13]1([Li])[CH:18]=[CH:17][CH:16]=[CH:15][CH:14]=1.[BH4-].[Na+].NC(C1C=CC=CC=1)C1(N(C)C)CCCC1. (4) Given the product [Cl:24][CH2:23][CH2:22][CH2:21][O:1][C:2]1[CH:10]=[CH:9][C:5]([C:6]([NH2:8])=[O:7])=[CH:4][CH:3]=1, predict the reactants needed to synthesize it. The reactants are: [OH:1][C:2]1[CH:10]=[CH:9][C:5]([C:6]([NH2:8])=[O:7])=[CH:4][CH:3]=1.C(=O)([O-])[O-].[K+].[K+].C(#N)C.Br[CH2:21][CH2:22][CH2:23][Cl:24]. (5) Given the product [Br:1][C:2]1[CH:40]=[CH:39][C:5]2[N:6]=[C:7]([NH:9][C@H:10]([C:32]([OH:34])=[O:33])[CH2:11][NH:12][C:13](=[O:31])[C:14]3[CH:15]=[CH:16][C:17]([CH2:20][CH2:21][C:22](=[O:30])[NH:23][C:24]4[NH:25][CH2:26][CH2:27][CH2:28][N:29]=4)=[CH:18][CH:19]=3)[S:8][C:4]=2[CH:3]=1, predict the reactants needed to synthesize it. The reactants are: [Br:1][C:2]1[CH:40]=[CH:39][C:5]2[N:6]=[C:7]([NH:9][C@H:10]([C:32]([O:34]C(C)(C)C)=[O:33])[CH2:11][NH:12][C:13](=[O:31])[C:14]3[CH:19]=[CH:18][C:17]([CH2:20][CH2:21][C:22](=[O:30])[NH:23][C:24]4[NH:25][CH2:26][CH2:27][CH2:28][N:29]=4)=[CH:16][CH:15]=3)[S:8][C:4]=2[CH:3]=1.C(O)(C(F)(F)F)=O. (6) The reactants are: [C:1]1([Mg]Br)[CH:6]=[CH:5][CH:4]=[CH:3][CH:2]=1.[C:9]1([C:15]2[C:24]3[CH:23]=[CH:22][CH:21]=[CH:20][C:19]=3[N:18]=[C:17]3[C:25]4[CH:26]=[CH:27][CH2:28][CH2:29][C:30]=4[C:31](=[O:32])[C:16]=23)[CH:14]=[CH:13][CH:12]=[CH:11][CH:10]=1. Given the product [C:9]1([C:15]2[C:24]3[CH:23]=[CH:22][CH:21]=[CH:20][C:19]=3[N:18]=[C:17]3[C:25]4[C:30]([C:31]([C:1]5[CH:6]=[CH:5][CH:4]=[CH:3][CH:2]=5)([OH:32])[C:16]=23)=[CH:29][CH:28]=[CH:27][CH:26]=4)[CH:10]=[CH:11][CH:12]=[CH:13][CH:14]=1, predict the reactants needed to synthesize it. (7) Given the product [CH2:1]([N:6]1[C:10]2[CH:11]=[CH:12][C:13]([C:15]([C:17]3[CH:18]=[CH:19][C:20]([O:32][CH2:33][CH2:34][CH:35]([CH3:36])[CH3:37])=[C:21]([CH2:23][C:24]([OH:26])=[O:25])[CH:22]=3)=[O:16])=[CH:14][C:9]=2[N:8]([CH2:38][CH2:39][CH:40]([CH3:42])[CH3:41])[C:7]1=[O:43])[CH2:2][CH:3]([CH3:4])[CH3:5], predict the reactants needed to synthesize it. The reactants are: [CH2:1]([N:6]1[C:10]2[CH:11]=[CH:12][C:13]([C:15]([C:17]3[CH:18]=[CH:19][C:20]([O:32][CH2:33][CH2:34][CH:35]([CH3:37])[CH3:36])=[C:21]([CH2:23][C:24]([O:26]CCC(C)C)=[O:25])[CH:22]=3)=[O:16])=[CH:14][C:9]=2[N:8]([CH2:38][CH2:39][CH:40]([CH3:42])[CH3:41])[C:7]1=[O:43])[CH2:2][CH:3]([CH3:5])[CH3:4].[OH-].[Na+].O.Cl.